Dataset: Full USPTO retrosynthesis dataset with 1.9M reactions from patents (1976-2016). Task: Predict the reactants needed to synthesize the given product. (1) The reactants are: [Br:1][C:2]1[CH:7]=[CH:6][C:5](F)=[C:4]([N+:9]([O-:11])=[O:10])[CH:3]=1.C(=O)([O-])[O-].[K+].[K+].[CH3:18][NH2:19]. Given the product [Br:1][C:2]1[CH:7]=[CH:6][C:5]([NH:19][CH3:18])=[C:4]([N+:9]([O-:11])=[O:10])[CH:3]=1, predict the reactants needed to synthesize it. (2) Given the product [N:9]1([CH2:8][CH2:7][CH2:6][O:5][C:52]2[CH:53]=[CH:54][C:49]([CH2:48][CH2:47][C:24]3[CH:23]=[CH:22][C:21]([F:20])=[CH:26][C:25]=3[C:27]3[N:32]=[C:31]([N:33]4[C:37]([C:38]([F:41])([F:40])[F:39])=[C:36]([C:42]([O:44][CH2:45][CH3:46])=[O:43])[CH:35]=[N:34]4)[CH:30]=[CH:29][CH:28]=3)=[C:50]([CH3:56])[CH:51]=2)[CH:13]=[CH:12][CH:11]=[N:10]1, predict the reactants needed to synthesize it. The reactants are: CS([O:5][CH2:6][CH2:7][CH2:8][N:9]1[CH:13]=[CH:12][CH:11]=[N:10]1)(=O)=O.C(=O)([O-])[O-].[Cs+].[Cs+].[F:20][C:21]1[CH:22]=[CH:23][C:24]([CH2:47][CH2:48][C:49]2[CH:54]=[CH:53][C:52](O)=[CH:51][C:50]=2[CH3:56])=[C:25]([C:27]2[N:32]=[C:31]([N:33]3[C:37]([C:38]([F:41])([F:40])[F:39])=[C:36]([C:42]([O:44][CH2:45][CH3:46])=[O:43])[CH:35]=[N:34]3)[CH:30]=[CH:29][CH:28]=2)[CH:26]=1. (3) Given the product [C:12]([O:11][C:9](=[O:10])[NH:16][CH2:17][C:18]1[CH:27]=[C:26]([Cl:28])[CH:25]=[CH:24][C:19]=1[O:20][CH2:21][C:22]#[N:23])([CH3:13])([CH3:14])[CH3:15], predict the reactants needed to synthesize it. The reactants are: [C:9](O[C:9]([O:11][C:12]([CH3:15])([CH3:14])[CH3:13])=[O:10])([O:11][C:12]([CH3:15])([CH3:14])[CH3:13])=[O:10].[NH2:16][CH2:17][C:18]1[CH:27]=[C:26]([Cl:28])[CH:25]=[CH:24][C:19]=1[O:20][CH2:21][C:22]#[N:23].C(N(CC)CC)C. (4) Given the product [CH3:1][O:2][C:3]1[CH:4]=[C:5]([C:11]2[N:16]=[C:15]([O:17][C@@H:18]([C@H:20]3[CH2:24][NH:23][C:22](=[O:25])[CH2:21]3)[CH3:19])[C:14]3[N:26]([CH:36]4[CH2:39][O:38][CH2:37]4)[CH:27]=[N:28][C:13]=3[CH:12]=2)[CH:6]=[CH:7][C:8]=1[O:9][CH3:10], predict the reactants needed to synthesize it. The reactants are: [CH3:1][O:2][C:3]1[CH:4]=[C:5]([C:11]2[N:16]=[C:15]([O:17][C@@H:18]([C@H:20]3[CH2:24][NH:23][C:22](=[O:25])[CH2:21]3)[CH3:19])[C:14]3[NH:26][CH:27]=[N:28][C:13]=3[CH:12]=2)[CH:6]=[CH:7][C:8]=1[O:9][CH3:10].C([O-])([O-])=O.[Cs+].[Cs+].I[CH:36]1[CH2:39][O:38][CH2:37]1. (5) Given the product [CH3:1][O:2][C:3]1[CH:9]=[C:8]([C:10]2[CH:19]=[CH:18][C:17]3[C:12](=[CH:13][CH:14]=[C:15]([O:20][CH3:21])[CH:16]=3)[CH:11]=2)[CH:7]=[CH:6][C:4]=1[NH:5][C:22](=[O:29])[C:23]1[CH:28]=[CH:27][CH:26]=[CH:25][CH:24]=1, predict the reactants needed to synthesize it. The reactants are: [CH3:1][O:2][C:3]1[CH:9]=[C:8]([C:10]2[CH:19]=[CH:18][C:17]3[C:12](=[CH:13][CH:14]=[C:15]([O:20][CH3:21])[CH:16]=3)[CH:11]=2)[CH:7]=[CH:6][C:4]=1[NH2:5].[C:22](Cl)(=[O:29])[C:23]1[CH:28]=[CH:27][CH:26]=[CH:25][CH:24]=1.C(=O)([O-])[O-].[Na+].[Na+]. (6) Given the product [C:1]1([S:7]([N:10]2[C:14]3=[N:15][CH:16]=[C:17]([C:19]([F:22])([F:21])[F:20])[CH:18]=[C:13]3[CH:12]=[C:11]2[C:23]([C:48]2[CH:49]=[CH:50][C:45]([S:42]([CH3:41])(=[O:44])=[O:43])=[CH:46][CH:47]=2)=[CH:24][CH:25]2[CH2:29][CH2:28][CH2:27][CH2:26]2)(=[O:9])=[O:8])[CH:2]=[CH:3][CH:4]=[CH:5][CH:6]=1, predict the reactants needed to synthesize it. The reactants are: [C:1]1([S:7]([N:10]2[C:14]3=[N:15][CH:16]=[C:17]([C:19]([F:22])([F:21])[F:20])[CH:18]=[C:13]3[CH:12]=[C:11]2[C:23](OS(C2C=CC(C)=CC=2)(=O)=O)=[CH:24][CH:25]2[CH2:29][CH2:28][CH2:27][CH2:26]2)(=[O:9])=[O:8])[CH:6]=[CH:5][CH:4]=[CH:3][CH:2]=1.[CH3:41][S:42]([C:45]1[CH:50]=[CH:49][C:48](B(O)O)=[CH:47][CH:46]=1)(=[O:44])=[O:43].C(=O)([O-])[O-].[Na+].[Na+]. (7) Given the product [C:14]([O:13][C:12]([NH:11][C@H:8]1[CH2:9][CH2:10][C@H:5](/[CH:3]=[CH:20]/[C:19]([O:22][CH2:23][CH3:24])=[O:21])[CH2:6][CH2:7]1)=[O:18])([CH3:17])([CH3:16])[CH3:15], predict the reactants needed to synthesize it. The reactants are: [H-].[Na+].[CH:3]([C@H:5]1[CH2:10][CH2:9][C@H:8]([NH:11][C:12](=[O:18])[O:13][C:14]([CH3:17])([CH3:16])[CH3:15])[CH2:7][CH2:6]1)=O.[C:19]([O:22][CH2:23][CH3:24])(=[O:21])[CH3:20].O.